From a dataset of Forward reaction prediction with 1.9M reactions from USPTO patents (1976-2016). Predict the product of the given reaction. (1) Given the reactants [CH:1]1([CH2:4][O:5][C:6]2[N:11]=[C:10]([C:12]([OH:14])=O)[CH:9]=[CH:8][C:7]=2[C:15]2([F:19])[CH2:18][O:17][CH2:16]2)[CH2:3][CH2:2]1.[NH2:20][C:21]1([CH2:25][C:26]([O:28][CH3:29])=[O:27])[CH2:24][S:23][CH2:22]1.CCN(C(C)C)C(C)C, predict the reaction product. The product is: [CH:1]1([CH2:4][O:5][C:6]2[N:11]=[C:10]([C:12]([NH:20][C:21]3([CH2:25][C:26]([O:28][CH3:29])=[O:27])[CH2:24][S:23][CH2:22]3)=[O:14])[CH:9]=[CH:8][C:7]=2[C:15]2([F:19])[CH2:18][O:17][CH2:16]2)[CH2:2][CH2:3]1. (2) Given the reactants [CH2:1]([C:3]1[CH:8]=[CH:7][C:6]([CH:9]2[CH2:14][N:13]([C:15]([N:17]3[CH2:22][CH2:21][O:20][CH2:19][CH2:18]3)=[O:16])[CH2:12][CH:11]([C:23]([OH:25])=O)[CH2:10]2)=[CH:5][CH:4]=1)[CH3:2].S(Cl)([Cl:28])=O, predict the reaction product. The product is: [CH2:1]([C:3]1[CH:8]=[CH:7][C:6]([CH:9]2[CH2:14][N:13]([C:15]([N:17]3[CH2:22][CH2:21][O:20][CH2:19][CH2:18]3)=[O:16])[CH2:12][CH:11]([C:23]([Cl:28])=[O:25])[CH2:10]2)=[CH:5][CH:4]=1)[CH3:2]. (3) Given the reactants [CH2:1]([C:8]1[CH:13]=[CH:12][C:11]([NH2:14])=[C:10](I)[CH:9]=1)[C:2]1[CH:7]=[CH:6][CH:5]=[CH:4][CH:3]=1.[C:16]([C:18]1[CH:32]=[CH:31][C:21]([CH2:22][N:23]2[CH2:26][CH:25]([C:27]([O:29][CH3:30])=[O:28])[CH2:24]2)=[CH:20][C:19]=1[F:33])#[CH:17].C(N(C(C)C)C(C)C)C, predict the reaction product. The product is: [CH2:1]([C:8]1[CH:9]=[C:10]2[C:11](=[CH:12][CH:13]=1)[NH:14][C:16]([C:18]1[CH:32]=[CH:31][C:21]([CH2:22][N:23]3[CH2:26][CH:25]([C:27]([O:29][CH3:30])=[O:28])[CH2:24]3)=[CH:20][C:19]=1[F:33])=[CH:17]2)[C:2]1[CH:7]=[CH:6][CH:5]=[CH:4][CH:3]=1. (4) Given the reactants [C:1]([C:5]1[C:6]([O:18][CH2:19][CH3:20])=[C:7](B(O)O)[CH:8]=[C:9]([C:11]([CH3:14])([CH3:13])[CH3:12])[CH:10]=1)([CH3:4])([CH3:3])[CH3:2].[C:21](=[O:24])([O-])[O-].[Na+].[Na+].O.[CH2:28]([OH:30])[CH3:29], predict the reaction product. The product is: [C:28]([C:21]1[O:24][C:10]2[C:9]([C:7]3[CH:8]=[C:9]([C:11]([CH3:14])([CH3:13])[CH3:12])[CH:10]=[C:5]([C:1]([CH3:4])([CH3:3])[CH3:2])[C:6]=3[O:18][CH2:19][CH3:20])=[CH:8][CH:7]=[CH:6][C:5]=2[CH:1]=1)(=[O:30])[CH3:29]. (5) Given the reactants [CH3:1][C:2]1[N:12]=[C:11]([CH3:13])[CH:10]=[C:9]([C:14]2[CH:19]=[CH:18][C:17]([C:20]([F:23])([F:22])[F:21])=[CH:16][CH:15]=2)[C:3]=1[C:4]([O:6]CC)=[O:5].[OH-].[Na+], predict the reaction product. The product is: [CH3:1][C:2]1[N:12]=[C:11]([CH3:13])[CH:10]=[C:9]([C:14]2[CH:19]=[CH:18][C:17]([C:20]([F:23])([F:22])[F:21])=[CH:16][CH:15]=2)[C:3]=1[C:4]([OH:6])=[O:5]. (6) Given the reactants O=[C:2]([CH2:11][CH2:12][CH3:13])[CH2:3][C:4]([O:6]CCC#N)=[O:5].[NH2:14]/[C:15](/[CH3:21])=[CH:16]\[C:17]([O:19][CH3:20])=[O:18].[CH3:22][O:23][C:24]1[CH:31]=[CH:30][C:27]([CH:28]=O)=[CH:26][CH:25]=1, predict the reaction product. The product is: [CH3:22][O:23][C:24]1[CH:31]=[CH:30][C:27]([CH:28]2[C:16]([C:17]([O:19][CH3:20])=[O:18])=[C:15]([CH3:21])[NH:14][C:2]([CH2:11][CH2:12][CH3:13])=[C:3]2[C:4]([OH:6])=[O:5])=[CH:26][CH:25]=1. (7) Given the reactants [N+:1]([C:4]1[CH:5]=[N:6][CH:7]=[CH:8][C:9]=1[C:10]1([C:13]([O:15][CH3:16])=[O:14])[CH2:12][CH2:11]1)([O-])=O, predict the reaction product. The product is: [NH2:1][C:4]1[CH:5]=[N:6][CH:7]=[CH:8][C:9]=1[C:10]1([C:13]([O:15][CH3:16])=[O:14])[CH2:12][CH2:11]1. (8) Given the reactants Cl[C:2]1[CH:7]=[C:6]([Cl:8])[N:5]=[C:4]([CH3:9])[N:3]=1.CCN(C(C)C)C(C)C.[CH2:19]([O:26][C:27](=[O:37])[NH:28][CH2:29][C@H:30]1[CH2:35][CH2:34][C@@H:33]([NH2:36])[CH2:32][CH2:31]1)[C:20]1[CH:25]=[CH:24][CH:23]=[CH:22][CH:21]=1, predict the reaction product. The product is: [CH2:19]([O:26][C:27](=[O:37])[NH:28][CH2:29][C@H:30]1[CH2:35][CH2:34][C@@H:33]([NH:36][C:2]2[CH:7]=[C:6]([Cl:8])[N:5]=[C:4]([CH3:9])[N:3]=2)[CH2:32][CH2:31]1)[C:20]1[CH:21]=[CH:22][CH:23]=[CH:24][CH:25]=1. (9) Given the reactants I[C:2]1[CH:21]=[N:20][C:5]2[NH:6][CH2:7][CH2:8][N:9]([CH2:10][C:11]3[O:12][C:13]([C:16]([F:19])([F:18])[F:17])=[CH:14][CH:15]=3)[C:4]=2[CH:3]=1.[CH3:22][N:23]1[CH2:28][CH2:27][N:26]([C:29]2[CH:34]=[C:33](B3OC(C)(C)C(C)(C)O3)[CH:32]=[CH:31][N:30]=2)[CH2:25][CH2:24]1, predict the reaction product. The product is: [CH3:22][N:23]1[CH2:24][CH2:25][N:26]([C:29]2[CH:34]=[C:33]([C:2]3[CH:21]=[N:20][C:5]4[NH:6][CH2:7][CH2:8][N:9]([CH2:10][C:11]5[O:12][C:13]([C:16]([F:19])([F:18])[F:17])=[CH:14][CH:15]=5)[C:4]=4[CH:3]=3)[CH:32]=[CH:31][N:30]=2)[CH2:27][CH2:28]1.